From a dataset of Reaction yield outcomes from USPTO patents with 853,638 reactions. Predict the reaction yield, written as a fraction of the theoretical maximum amount of product (1.0 means a 100% yield; for example, 0.34 means a 34% yield). (1) The reactants are [CH:1]1([CH:7]([C:19]2[CH:23]=[C:22]([C:24]3[CH:29]=[CH:28][CH:27]=[CH:26][N:25]=3)[O:21][C:20]=2[CH3:30])[O:8][C:9]2[CH:18]=[CH:17][C:12]([C:13]([O:15]C)=[O:14])=[CH:11][CH:10]=2)[CH2:6][CH2:5][CH2:4][CH2:3][CH2:2]1.[OH-].[Li+].O.Cl. The catalyst is CO.O1CCCC1. The product is [CH:1]1([CH:7]([C:19]2[CH:23]=[C:22]([C:24]3[CH:29]=[CH:28][CH:27]=[CH:26][N:25]=3)[O:21][C:20]=2[CH3:30])[O:8][C:9]2[CH:18]=[CH:17][C:12]([C:13]([OH:15])=[O:14])=[CH:11][CH:10]=2)[CH2:6][CH2:5][CH2:4][CH2:3][CH2:2]1. The yield is 0.460. (2) The reactants are [NH:1]1[CH2:6][CH2:5][CH:4]([C:7]2[N:11]3[C:12]4[CH:18]=[CH:17][NH:16][C:13]=4[N:14]=[CH:15][C:10]3=[N:9][N:8]=2)[CH2:3][CH2:2]1.N1C=CC=CC=1.[C:25]([CH2:27][C:28](OC1C(F)=C(F)C(F)=C(F)C=1F)=[O:29])#[N:26]. The catalyst is CN(C=O)C. The product is [C:7]1([CH:4]2[CH2:3][CH2:2][N:1]([C:28](=[O:29])[CH2:27][C:25]#[N:26])[CH2:6][CH2:5]2)[N:11]2[C:12]3[CH:18]=[CH:17][NH:16][C:13]=3[N:14]=[CH:15][C:10]2=[N:9][N:8]=1. The yield is 0.0400. (3) The reactants are Br[C:2]1[N:3]=[C:4]2[C:10]([CH:11]=[O:12])=[CH:9][N:8]([CH2:13][O:14][CH2:15][CH2:16][Si:17]([CH3:20])([CH3:19])[CH3:18])[C:5]2=[N:6][CH:7]=1.[Cl:21][C:22]1[CH:30]=[C:29]2[C:25]([C:26]([Sn](CCCC)(CCCC)CCCC)=[N:27][N:28]2[CH3:31])=[CH:24][CH:23]=1. The catalyst is CN(C=O)C.C1C=CC([P]([Pd]([P](C2C=CC=CC=2)(C2C=CC=CC=2)C2C=CC=CC=2)([P](C2C=CC=CC=2)(C2C=CC=CC=2)C2C=CC=CC=2)[P](C2C=CC=CC=2)(C2C=CC=CC=2)C2C=CC=CC=2)(C2C=CC=CC=2)C2C=CC=CC=2)=CC=1.[Cu]I. The product is [Cl:21][C:22]1[CH:30]=[C:29]2[C:25]([C:26]([C:2]3[N:3]=[C:4]4[C:10]([CH:11]=[O:12])=[CH:9][N:8]([CH2:13][O:14][CH2:15][CH2:16][Si:17]([CH3:20])([CH3:19])[CH3:18])[C:5]4=[N:6][CH:7]=3)=[N:27][N:28]2[CH3:31])=[CH:24][CH:23]=1. The yield is 0.840. (4) The reactants are [C:1]([N:4]1[C:12]2[C:7](=[C:8]([Br:13])[CH:9]=[CH:10][CH:11]=2)[C:6](C=O)=[CH:5]1)(=[O:3])[CH3:2].ClC1C=CC=C(C(OO)=[O:24])C=1. The catalyst is C(Cl)Cl. The product is [C:1]([N:4]1[C:12]2[C:7](=[C:8]([Br:13])[CH:9]=[CH:10][CH:11]=2)[C:6](=[O:24])[CH2:5]1)(=[O:3])[CH3:2]. The yield is 0.260.